Dataset: Reaction yield outcomes from USPTO patents with 853,638 reactions. Task: Predict the reaction yield, written as a fraction of the theoretical maximum amount of product (1.0 means a 100% yield; for example, 0.34 means a 34% yield). (1) The reactants are [CH2:1]([O:3][C:4]([C:6]1[C:7](=[O:13])[NH:8][C:9]([CH3:12])=[N:10][CH:11]=1)=[O:5])[CH3:2].CCCC[N+](CCCC)(CCCC)CCCC.[F-].Br[CH2:33][C:34]([C:36]1[CH:40]=[C:39]([CH3:41])[O:38][C:37]=1[CH3:42])=[O:35]. The catalyst is COCCOC. The product is [CH3:42][C:37]1[O:38][C:39]([CH3:41])=[CH:40][C:36]=1[C:34](=[O:35])[CH2:33][N:8]1[C:7](=[O:13])[C:6]([C:4]([O:3][CH2:1][CH3:2])=[O:5])=[CH:11][N:10]=[C:9]1[CH3:12]. The yield is 0.310. (2) The reactants are [F:1][C:2]1[CH:7]=[CH:6][C:5]([N:8]2[C:12]([CH:13]([CH3:15])[CH3:14])=[C:11]([NH2:16])[CH:10]=[N:9]2)=[CH:4][CH:3]=1.[CH3:17][C:18]1[N:19]([CH:27]([CH3:31])[C:28](O)=[O:29])[CH:20]=[C:21]([C:23]([F:26])([F:25])[F:24])[N:22]=1.C(N(C(C)C)CC)(C)C.CN(C(ON1N=NC2C=CC=NC1=2)=[N+](C)C)C.F[P-](F)(F)(F)(F)F. The catalyst is CN(C=O)C.O. The product is [F:1][C:2]1[CH:3]=[CH:4][C:5]([N:8]2[C:12]([CH:13]([CH3:14])[CH3:15])=[C:11]([NH:16][C:28](=[O:29])[CH:27]([N:19]3[CH:20]=[C:21]([C:23]([F:24])([F:26])[F:25])[N:22]=[C:18]3[CH3:17])[CH3:31])[CH:10]=[N:9]2)=[CH:6][CH:7]=1. The yield is 0.250. (3) The reactants are [Cl:1][C:2]1[N:3]=[C:4]([CH3:30])[NH:5][C:6]=1[C:7]([NH:9][CH2:10][C:11]1[CH:16]=[CH:15][C:14]([Cl:17])=[C:13]([O:18][C:19]2[CH:24]=[C:23]([C:25]#[N:26])[CH:22]=[C:21]([CH:27]=[CH2:28])[N:20]=2)[C:12]=1[F:29])=[O:8].C1(SC2C=CC=CC=2)C=CC=CC=1. The catalyst is [Pd].CO.C(OCC)(=O)C. The product is [Cl:1][C:2]1[N:3]=[C:4]([CH3:30])[NH:5][C:6]=1[C:7]([NH:9][CH2:10][C:11]1[CH:16]=[CH:15][C:14]([Cl:17])=[C:13]([O:18][C:19]2[CH:24]=[C:23]([C:25]#[N:26])[CH:22]=[C:21]([CH2:27][CH3:28])[N:20]=2)[C:12]=1[F:29])=[O:8]. The yield is 0.810. (4) The reactants are Cl[C:2]1[C:7]([C:8]([F:11])([F:10])[F:9])=[CH:6][N:5]=[C:4]([NH:12][C:13]2[CH:18]=[CH:17][C:16]([P:19]([CH3:22])([CH3:21])=[O:20])=[CH:15][CH:14]=2)[N:3]=1.C(N(CC)CC)C.[CH3:30][N:31]1[CH2:36][CH2:35][NH:34][CH2:33][CH2:32]1. The catalyst is C(O)C. The product is [CH3:21][P:19]([C:16]1[CH:17]=[CH:18][C:13]([NH:12][C:4]2[N:3]=[C:2]([N:34]3[CH2:35][CH2:36][N:31]([CH3:30])[CH2:32][CH2:33]3)[C:7]([C:8]([F:11])([F:10])[F:9])=[CH:6][N:5]=2)=[CH:14][CH:15]=1)([CH3:22])=[O:20]. The yield is 0.790. (5) The reactants are Br[CH2:2][C:3]1[CH:8]=[CH:7][C:6]([F:9])=[CH:5][C:4]=1[S:10]([N:13]([CH3:15])[CH3:14])(=[O:12])=[O:11].O.[C-:17]#[N:18].[Na+]. The catalyst is CN(C=O)C. The product is [C:17]([CH2:2][C:3]1[CH:8]=[CH:7][C:6]([F:9])=[CH:5][C:4]=1[S:10]([N:13]([CH3:15])[CH3:14])(=[O:12])=[O:11])#[N:18]. The yield is 0.850. (6) The reactants are BrN1[C:6](=[O:7])[CH2:5][CH2:4]C1=O.[C:9]([NH2:17])(=[S:16])[C:10]1[CH:15]=[CH:14][CH:13]=[CH:12][CH:11]=1.O1CCO[CH2:20][CH2:19]1.[OH2:24]. No catalyst specified. The product is [C:10]1([C:9]2[S:16][C:5]([C:6]([O:7][CH2:19][CH3:20])=[O:24])=[CH:4][N:17]=2)[CH:15]=[CH:14][CH:13]=[CH:12][CH:11]=1. The yield is 0.170.